The task is: Predict which catalyst facilitates the given reaction.. This data is from Catalyst prediction with 721,799 reactions and 888 catalyst types from USPTO. (1) Reactant: [CH:1]1([CH:7]([NH:21][C:22]2[CH:27]=[CH:26][C:25]([C:28]([N:30]([CH3:38])[CH2:31][CH2:32][C:33]([O:35]CC)=[O:34])=[O:29])=[CH:24][CH:23]=2)[C:8]2[O:9][C:10]3[CH:19]=[CH:18][C:17]([F:20])=[CH:16][C:11]=3[C:12]=2[CH2:13][O:14][CH3:15])[CH2:6][CH2:5][CH2:4][CH2:3][CH2:2]1.O1CCCC1.[OH-].[Na+]. Product: [CH:1]1([CH:7]([NH:21][C:22]2[CH:23]=[CH:24][C:25]([C:28]([N:30]([CH3:38])[CH2:31][CH2:32][C:33]([OH:35])=[O:34])=[O:29])=[CH:26][CH:27]=2)[C:8]2[O:9][C:10]3[CH:19]=[CH:18][C:17]([F:20])=[CH:16][C:11]=3[C:12]=2[CH2:13][O:14][CH3:15])[CH2:6][CH2:5][CH2:4][CH2:3][CH2:2]1. The catalyst class is: 8. (2) The catalyst class is: 25. Reactant: [F:1][C:2]1[CH:10]=[C:9]2[C:5]([CH:6]=[N:7][N:8]2C2CCCCO2)=[CH:4][C:3]=1[CH2:17][NH2:18].CCOC(C)=O.[ClH:25]. Product: [ClH:25].[F:1][C:2]1[CH:10]=[C:9]2[C:5]([CH:6]=[N:7][NH:8]2)=[CH:4][C:3]=1[CH2:17][NH2:18]. (3) Reactant: [N:1]1[CH:6]=[CH:5][CH:4]=[CH:3][C:2]=1C(OCC)=O.[CH3:12][Li].O.CC[O:17][CH2:18][CH3:19]. Product: [N:1]1[CH:6]=[CH:5][CH:4]=[CH:3][C:2]=1[C:18]([OH:17])([CH3:19])[CH3:12]. The catalyst class is: 1. (4) Reactant: [CH2:1]([NH:8][C@@H:9]([CH2:14][OH:15])[C:10]([O:12][CH3:13])=[O:11])[C:2]1[CH:7]=[CH:6][CH:5]=[CH:4][CH:3]=1.CCN([CH2:21][CH3:22])CC.[Si:23](Cl)([C:26]([CH3:29])([CH3:28])[CH3:27])([CH3:25])[CH3:24].O. Product: [CH2:1]([NH:8][C@@H:9]([CH2:14][O:15][Si:23]([C:26]([CH3:29])([CH3:28])[CH3:27])([C:25]1[CH:22]=[CH:21][CH:14]=[CH:9][CH:10]=1)[C:24]1[CH:6]=[CH:7][CH:2]=[CH:3][CH:4]=1)[C:10]([O:12][CH3:13])=[O:11])[C:2]1[CH:7]=[CH:6][CH:5]=[CH:4][CH:3]=1. The catalyst class is: 64. (5) Reactant: Br[C:2]1[C:7]([CH3:8])=[CH:6][C:5]([Br:9])=[CH:4][N:3]=1.[CH3:10][N:11]([CH3:17])[C@@H:12]1[CH2:16][CH2:15][NH:14][CH2:13]1.O.C1(C)C=CC(S(O)(=O)=O)=CC=1. Product: [Br:9][C:5]1[CH:6]=[C:7]([CH3:8])[C:2]([N:14]2[CH2:15][CH2:16][C@@H:12]([N:11]([CH3:17])[CH3:10])[CH2:13]2)=[N:3][CH:4]=1. The catalyst class is: 25. (6) Reactant: [CH2:1]([N:8]1[C:13](=[O:14])[C:12]([Cl:15])=[CH:11][N:10]=[C:9]1[CH2:16][CH2:17][CH3:18])[C:2]1[CH:7]=[CH:6][CH:5]=[CH:4][CH:3]=1.[Br:19]Br.[OH-].[Na+]. Product: [CH2:1]([N:8]1[C:13](=[O:14])[C:12]([Cl:15])=[CH:11][N:10]=[C:9]1[CH:16]([Br:19])[CH2:17][CH3:18])[C:2]1[CH:3]=[CH:4][CH:5]=[CH:6][CH:7]=1. The catalyst class is: 52. (7) Reactant: [C:1]([O:5][C:6]([NH:8][CH:9]([CH:13]1[CH2:18][CH2:17][O:16][CH2:15][CH2:14]1)[C:10]([OH:12])=O)=[O:7])([CH3:4])([CH3:3])[CH3:2].[NH:19]1[CH2:23][CH2:22][C@H:21]([OH:24])[CH2:20]1.CCN=C=NCCCN(C)C.C1C=CC2N(O)N=NC=2C=1. Product: [OH:24][C@H:21]1[CH2:22][CH2:23][N:19]([C:10](=[O:12])[CH:9]([NH:8][C:6](=[O:7])[O:5][C:1]([CH3:2])([CH3:3])[CH3:4])[CH:13]2[CH2:18][CH2:17][O:16][CH2:15][CH2:14]2)[CH2:20]1. The catalyst class is: 4. (8) Reactant: [S:1]1[CH:5]=[CH:4][N:3]=[CH:2]1.[Li]CCCC.[CH3:11][C:12]([CH3:14])=[O:13].[CH2:15]([Sn:19](Cl)([CH2:24][CH2:25][CH2:26][CH3:27])[CH2:20][CH2:21][CH2:22][CH3:23])[CH2:16][CH2:17][CH3:18].[NH4+].[Cl-]. Product: [CH2:24]([Sn:19]([CH2:15][CH2:16][CH2:17][CH3:18])([CH2:20][CH2:21][CH2:22][CH3:23])[C:5]1[S:1][C:2]([C:12]([OH:13])([CH3:14])[CH3:11])=[N:3][CH:4]=1)[CH2:25][CH2:26][CH3:27]. The catalyst class is: 28. (9) Reactant: Cl[C:2]1[C:3]2[N:10]([CH2:11][C:12]3[CH:17]=[CH:16][C:15]([CH2:18][OH:19])=[CH:14][CH:13]=3)[CH:9]=[CH:8][C:4]=2[N:5]=[CH:6][N:7]=1.[Cl:20][C:21]1[CH:22]=[C:23]([CH:25]=[CH:26][C:27]=1[O:28][CH2:29][C:30]1[CH:35]=[CH:34][CH:33]=[C:32]([F:36])[CH:31]=1)[NH2:24]. Product: [Cl:20][C:21]1[CH:22]=[C:23]([NH:24][C:2]2[C:3]3[N:10]([CH2:11][C:12]4[CH:17]=[CH:16][C:15]([CH2:18][OH:19])=[CH:14][CH:13]=4)[CH:9]=[CH:8][C:4]=3[N:5]=[CH:6][N:7]=2)[CH:25]=[CH:26][C:27]=1[O:28][CH2:29][C:30]1[CH:35]=[CH:34][CH:33]=[C:32]([F:36])[CH:31]=1. The catalyst class is: 435.